Binary Classification. Given a miRNA mature sequence and a target amino acid sequence, predict their likelihood of interaction. From a dataset of Experimentally validated miRNA-target interactions with 360,000+ pairs, plus equal number of negative samples. (1) The miRNA is hsa-miR-6811-5p with sequence AUGCAGGCCUGUGUACAGCACU. The protein sequence of the target gene is MHYCVLRTFLLLHLVPVALSLSTCSTLDMDQFMRKRIEAIRGQILSKLKLTSPPEDYPEPDEVPPEVISIYNSTRDLLQEKASRRAAACERERSDEEYYAKEVYKIDMPSHFPSETVCPVVTTSSGSVGSFCSIQSQVLCGYLDAIPPTFYRPYFRIVRFDVSTMEKNASNLVKAEFRVFRLQNPKARVAEQRIELYQILKSKDLTSPTQRYIDSKVVKTRAEGEWLSFDVTDAVHEWLHHKDRNLGFKISLHCPCCTFIPSNNYIIPNKSQELEARFAGIDGTSTYASGDQKTIKSTRK.... Result: 0 (no interaction). (2) The miRNA is hsa-miR-3156-3p with sequence CUCCCACUUCCAGAUCUUUCU. The protein sequence of the target gene is MGSGWVPWVVALLVNLTRLDSSMTQGTDSPEDFVIQAKADCYFTNGTEKVQFVVRFIFNLEEYVRFDSDVGMFVALTKLGQPDAEQWNSRLDLLERSRQAVDGVCRHNYRLGAPFTVGRKVQPEVTVYPERTPLLHQHNLLHCSVTGFYPGDIKIKWFLNGQEERAGVMSTGPIRNGDWTFQTVVMLEMTPELGHVYTCLVDHSSLLSPVSVEWRAQSEYSWRKMLSGIAAFLLGLIFLLVGIVIQLRAQKGYVRTQMSGNEVSRAVLLPQSC. Result: 1 (interaction). (3) The miRNA is hsa-miR-4760-3p with sequence AAAUUCAUGUUCAAUCUAAACC. The protein sequence of the target gene is MTESTAAVTTSGHSLTTTFHIPSSQHYQEEHSPSLSGSDSLLQITTPVVASTVGNPNQHSATMSTPAIHVSTYHTAPTEVSAAFEEQPVSPHIGGMPSPIQHDFPALVMILIILGVMAGIIGTILLISYCISRMTKKSSVDIQSPEGGDNSVPLSSIEQTPNEESSNV. Result: 0 (no interaction).